This data is from Catalyst prediction with 721,799 reactions and 888 catalyst types from USPTO. The task is: Predict which catalyst facilitates the given reaction. (1) Reactant: [CH3:1][O:2][C:3](=[O:36])[CH2:4][O:5][C:6]1[CH:11]=[C:10]([CH3:12])[C:9]([C:13]2[NH:17][C:16]3[CH:18]=[C:19]([C:22]([NH:24][NH:25][C:26](=O)[C:27]4[CH:32]=[CH:31][C:30]([Cl:33])=[CH:29][CH:28]=4)=[O:23])[CH:20]=[CH:21][C:15]=3[N:14]=2)=[C:8]([CH3:35])[CH:7]=1.CC[N+](S(N=C(OC)[O-])(=O)=O)(CC)CC. Product: [CH3:1][O:2][C:3](=[O:36])[CH2:4][O:5][C:6]1[CH:11]=[C:10]([CH3:12])[C:9]([C:13]2[NH:17][C:16]3[CH:18]=[C:19]([C:22]4[O:23][C:26]([C:27]5[CH:28]=[CH:29][C:30]([Cl:33])=[CH:31][CH:32]=5)=[N:25][N:24]=4)[CH:20]=[CH:21][C:15]=3[N:14]=2)=[C:8]([CH3:35])[CH:7]=1. The catalyst class is: 1. (2) Reactant: [CH3:1][C:2]1[O:6][N:5]=[CH:4][C:3]=1[C:7]([OH:9])=O.C1(P(C2C=CC=CC=2)C2C=CC=CC=2)C=CC=CC=1.ClN1C(=O)CCC1=O.[CH:37]1([CH2:40][N:41]2[C:49]3[N:48]=[C:47]([CH2:50][C:51]4[CH:56]=[CH:55][C:54]([NH:57][CH3:58])=[CH:53][CH:52]=4)[NH:46][C:45]=3[C:44](=[O:59])[N:43]([CH2:60][C:61]3[CH:66]=[CH:65][CH:64]=[CH:63][C:62]=3[F:67])[C:42]2=[O:68])[CH2:39][CH2:38]1. Product: [CH:37]1([CH2:40][N:41]2[C:49]3[N:48]=[C:47]([CH2:50][C:51]4[CH:52]=[CH:53][C:54]([N:57]([CH3:58])[C:7]([C:3]5[CH:4]=[N:5][O:6][C:2]=5[CH3:1])=[O:9])=[CH:55][CH:56]=4)[NH:46][C:45]=3[C:44](=[O:59])[N:43]([CH2:60][C:61]3[CH:66]=[CH:65][CH:64]=[CH:63][C:62]=3[F:67])[C:42]2=[O:68])[CH2:39][CH2:38]1. The catalyst class is: 4. (3) Reactant: C(OC([N:8]1[CH2:11][CH:10]([C:12]2[O:13][C:14]([CH3:17])=[CH:15][N:16]=2)[CH2:9]1)=O)(C)(C)C.[ClH:18]. Product: [ClH:18].[NH:8]1[CH2:11][CH:10]([C:12]2[O:13][C:14]([CH3:17])=[CH:15][N:16]=2)[CH2:9]1.[ClH:18]. The catalyst class is: 12.